This data is from Reaction yield outcomes from USPTO patents with 853,638 reactions. The task is: Predict the reaction yield, written as a fraction of the theoretical maximum amount of product (1.0 means a 100% yield; for example, 0.34 means a 34% yield). The reactants are [CH2:1]([NH:8][C:9](=[O:28])[C@@H:10]([CH2:19][O:20][CH2:21][C:22]1[CH:27]=[CH:26][CH:25]=[CH:24][CH:23]=1)[NH:11]C(OC(C)(C)C)=O)[C:2]1[CH:7]=[CH:6][CH:5]=[CH:4][CH:3]=1.ClCCl.FC(F)(F)C(O)=O.[OH-].[Na+]. The catalyst is O. The product is [CH2:1]([NH:8][C:9](=[O:28])[C@@H:10]([CH2:19][O:20][CH2:21][C:22]1[CH:27]=[CH:26][CH:25]=[CH:24][CH:23]=1)[NH2:11])[C:2]1[CH:3]=[CH:4][CH:5]=[CH:6][CH:7]=1. The yield is 0.930.